From a dataset of Full USPTO retrosynthesis dataset with 1.9M reactions from patents (1976-2016). Predict the reactants needed to synthesize the given product. (1) Given the product [NH2:23]/[C:10](/[CH2:9][C:3]1[CH:4]=[CH:5][C:6]([F:8])=[CH:7][C:2]=1[F:1])=[CH:11]/[C:12]([O:14][CH2:15][CH:16]=[CH2:17])=[O:13], predict the reactants needed to synthesize it. The reactants are: [F:1][C:2]1[CH:7]=[C:6]([F:8])[CH:5]=[CH:4][C:3]=1[CH2:9][C:10](=O)[CH2:11][C:12]([O:14][CH2:15][CH:16]=[CH2:17])=[O:13].C([O-])(=O)C.[NH4+:23].O. (2) The reactants are: [Cl:1][C:2]1[C:10]2[N:9]=[C:8]3[N:11]([C:15]4[C:16]([CH3:23])=[N:17][C:18]([O:21][CH3:22])=[CH:19][CH:20]=4)[CH2:12][CH2:13][CH2:14][N:7]3[C:6]=2[C:5]([CH:24]([OH:27])[CH2:25][CH3:26])=[CH:4][CH:3]=1.N(C(N1CCCCC1)=O)=NC(N1CCCCC1)=O.C(P(CCCC)CCCC)CCC.[F:59][C:60]([F:64])([F:63])[CH2:61]O. Given the product [Cl:1][C:2]1[C:10]2[N:9]=[C:8]3[N:11]([C:15]4[C:16]([CH3:23])=[N:17][C:18]([O:21][CH3:22])=[CH:19][CH:20]=4)[CH2:12][CH2:13][CH2:14][N:7]3[C:6]=2[C:5]([CH:24]([O:27][CH2:61][C:60]([F:64])([F:63])[F:59])[CH2:25][CH3:26])=[CH:4][CH:3]=1, predict the reactants needed to synthesize it. (3) Given the product [CH3:1][N:2]([CH3:17])[S:3]([N:6]1[C:10]2[CH2:11][CH2:12][CH2:13][CH2:14][C:9]=2[N:8]=[C:7]1[CH2:15][N:28]([CH2:29][CH2:30][CH2:31][CH2:32][N:33]1[C:34](=[O:43])[C:35]2[C:40](=[CH:39][CH:38]=[CH:37][CH:36]=2)[C:41]1=[O:42])[CH:26]1[C:27]2[N:18]=[CH:19][CH:20]=[CH:21][C:22]=2[CH2:23][CH2:24][CH2:25]1)(=[O:5])=[O:4], predict the reactants needed to synthesize it. The reactants are: [CH3:1][N:2]([CH3:17])[S:3]([N:6]1[C:10]2[CH2:11][CH2:12][CH2:13][CH2:14][C:9]=2[N:8]=[C:7]1[CH:15]=O)(=[O:5])=[O:4].[N:18]1[C:27]2[CH:26]([NH:28][CH2:29][CH2:30][CH2:31][CH2:32][N:33]3[C:41](=[O:42])[C:40]4[C:35](=[CH:36][CH:37]=[CH:38][CH:39]=4)[C:34]3=[O:43])[CH2:25][CH2:24][CH2:23][C:22]=2[CH:21]=[CH:20][CH:19]=1.C(O[BH-](OC(=O)C)OC(=O)C)(=O)C.[Na+].C([O-])(O)=O.[Na+]. (4) Given the product [CH3:1][C:2]1([CH3:20])[O:6][C@H:5]([CH2:7][O:8][C:9]2[CH:10]=[C:11]([CH:16]=[CH:17][CH:18]=2)[C:12]([OH:14])=[O:13])[CH2:4][O:3]1, predict the reactants needed to synthesize it. The reactants are: [CH3:1][C:2]1([CH3:20])[O:6][C@H:5]([CH2:7][O:8][C:9]2[C:10](C)=[C:11]([CH:16]=[CH:17][CH:18]=2)[C:12]([O:14]C)=[O:13])[CH2:4][O:3]1.[OH-].[Li+]. (5) Given the product [F:25][C:26]([F:31])([F:30])[C:27]([OH:29])=[O:28].[C:20]([Si:17]([CH3:19])([CH3:18])[O:16][CH2:15][CH2:14][CH:11]1[CH2:12][CH2:13][N:8]([NH2:7])[CH2:9][CH2:10]1)([CH3:22])([CH3:21])[CH3:23], predict the reactants needed to synthesize it. The reactants are: C(OC(=O)[NH:7][N:8]1[CH2:13][CH2:12][CH:11]([CH2:14][CH2:15][O:16][Si:17]([C:20]([CH3:23])([CH3:22])[CH3:21])([CH3:19])[CH3:18])[CH2:10][CH2:9]1)(C)(C)C.[F:25][C:26]([F:31])([F:30])[C:27]([OH:29])=[O:28]. (6) The reactants are: CN(C)C1CC2C(=CC=C(NC(=O)C)C=2)C1.[CH3:17][N:18]([CH3:35])[CH:19]1[CH2:27][C:26]2[C:21](=[CH:22][C:23]([N+:32]([O-:34])=[O:33])=[C:24]([NH:28]C(=O)C)[CH:25]=2)[CH2:20]1.CN(C)C1CC2C(=CC=C(NC(=O)C)C=2[N+]([O-])=O)C1.C(N)(=O)C. Given the product [CH3:17][N:18]([CH3:35])[CH:19]1[CH2:27][C:26]2[C:21](=[CH:22][C:23]([N+:32]([O-:34])=[O:33])=[C:24]([NH2:28])[CH:25]=2)[CH2:20]1, predict the reactants needed to synthesize it. (7) Given the product [CH3:11][C:4]1[CH:5]=[C:6]([CH:7]=[CH:15][N+:12]([O-:14])=[O:13])[CH:9]=[CH:10][C:3]=1[O:2][CH3:1], predict the reactants needed to synthesize it. The reactants are: [CH3:1][O:2][C:3]1[CH:10]=[CH:9][C:6]([CH:7]=O)=[CH:5][C:4]=1[CH3:11].[N+:12]([CH3:15])([O-:14])=[O:13].C(O)(=O)C.C(O)(=O)C.C(N)CN.C(O)C.